This data is from Catalyst prediction with 721,799 reactions and 888 catalyst types from USPTO. The task is: Predict which catalyst facilitates the given reaction. (1) Reactant: [CH2:1]([C:8]1[C:17]2[C:12](=[CH:13][CH:14]=[CH:15][CH:16]=2)[C:11]([N:18]2[CH2:23][CH2:22][N:21]([C:24]3[CH:29]=[N:28][C:27]([C:30]([OH:38])([CH3:37])[CH2:31]OS(C)(=O)=O)=[CH:26][N:25]=3)[CH2:20][CH2:19]2)=[N:10][N:9]=1)[C:2]1[CH:7]=[CH:6][CH:5]=[CH:4][CH:3]=1.[OH:39][CH:40]1[CH2:45][CH2:44][NH:43][CH2:42][CH2:41]1.C(N(C(C)C)CC)(C)C. Product: [CH2:1]([C:8]1[C:17]2[C:12](=[CH:13][CH:14]=[CH:15][CH:16]=2)[C:11]([N:18]2[CH2:23][CH2:22][N:21]([C:24]3[CH:29]=[N:28][C:27]([C:30]([OH:38])([CH3:37])[CH2:31][N:43]4[CH2:44][CH2:45][CH:40]([OH:39])[CH2:41][CH2:42]4)=[CH:26][N:25]=3)[CH2:20][CH2:19]2)=[N:10][N:9]=1)[C:2]1[CH:3]=[CH:4][CH:5]=[CH:6][CH:7]=1. The catalyst class is: 10. (2) Reactant: [H-].[Na+].[NH2:3][C:4]1[O:8][N:7]=[C:6]([C:9]2[CH:14]=[CH:13][CH:12]=[CH:11][CH:10]=2)[C:5]=1[C:15]1[CH:20]=[CH:19][C:18]([C:21]([OH:30])([C:26]([F:29])([F:28])[F:27])[C:22]([F:25])([F:24])[F:23])=[CH:17][CH:16]=1.[C:31](Cl)(=[O:35])[CH:32]([CH3:34])[CH3:33]. Product: [C:9]1([C:6]2[C:5]([C:15]3[CH:16]=[CH:17][C:18]([C:21]([OH:30])([C:26]([F:29])([F:28])[F:27])[C:22]([F:23])([F:24])[F:25])=[CH:19][CH:20]=3)=[C:4]([NH:3][C:31](=[O:35])[CH:32]([CH3:34])[CH3:33])[O:8][N:7]=2)[CH:14]=[CH:13][CH:12]=[CH:11][CH:10]=1. The catalyst class is: 31. (3) Reactant: [CH3:1][O:2][C:3]1[CH:10]=[C:9]([N+:11]([O-:13])=[O:12])[CH:8]=[CH:7][C:4]=1[C:5]#[N:6].O.B. Product: [CH3:1][O:2][C:3]1[CH:10]=[C:9]([N+:11]([O-:13])=[O:12])[CH:8]=[CH:7][C:4]=1[CH2:5][NH2:6]. The catalyst class is: 7. (4) Reactant: [H-].[Na+].Br[CH2:4][CH2:5][CH2:6][N:7]1[C:15]2[C:10](=[N:11][C:12]([O:16][CH3:17])=[CH:13][CH:14]=2)[CH2:9][C:8]1=[O:18]. Product: [CH3:17][O:16][C:12]1[CH:13]=[CH:14][C:15]2[N:7]3[C:8]([O:18][CH2:4][CH2:5][CH2:6]3)=[CH:9][C:10]=2[N:11]=1. The catalyst class is: 9. (5) Reactant: C[O:2][C:3](=[O:27])[CH2:4][C:5]1[C:13]2[C:8](=[N:9][CH:10]=[CH:11][C:12]=2[Cl:14])[N:7]([CH2:15][C:16]2[CH:21]=[CH:20][C:19]([S:22]([CH3:25])(=[O:24])=[O:23])=[CH:18][CH:17]=2)[C:6]=1[CH3:26].COC(=O)CC1C2C(=NC=CC=2Cl)NC=1C.[H-].[Na+].CS(C1C=CC(CBr)=CC=1)(=O)=O. Product: [Cl:14][C:12]1[CH:11]=[CH:10][N:9]=[C:8]2[N:7]([CH2:15][C:16]3[CH:21]=[CH:20][C:19]([S:22]([CH3:25])(=[O:24])=[O:23])=[CH:18][CH:17]=3)[C:6]([CH3:26])=[C:5]([CH2:4][C:3]([OH:27])=[O:2])[C:13]=12. The catalyst class is: 18.